From a dataset of Full USPTO retrosynthesis dataset with 1.9M reactions from patents (1976-2016). Predict the reactants needed to synthesize the given product. The reactants are: [OH:1][C@@H:2]([CH2:14][N:15]1[CH2:20][CH2:19][N:18]([S:21]([C:24]2[CH:29]=[CH:28][C:27]([O:30][CH3:31])=[CH:26][CH:25]=2)(=[O:23])=[O:22])[CH2:17][CH2:16]1)[CH2:3][O:4][C:5]1[CH:10]=[CH:9][CH:8]=[C:7]([N+:11]([O-])=O)[CH:6]=1.[K+].[Br-].C=O.N1CCNCC1. Given the product [NH2:11][C:7]1[CH:6]=[C:5]([CH:10]=[CH:9][CH:8]=1)[O:4][CH2:3][C@@H:2]([OH:1])[CH2:14][N:15]1[CH2:16][CH2:17][N:18]([S:21]([C:24]2[CH:29]=[CH:28][C:27]([O:30][CH3:31])=[CH:26][CH:25]=2)(=[O:23])=[O:22])[CH2:19][CH2:20]1, predict the reactants needed to synthesize it.